Dataset: Full USPTO retrosynthesis dataset with 1.9M reactions from patents (1976-2016). Task: Predict the reactants needed to synthesize the given product. (1) The reactants are: Cl[C:2]1[C:7]([C:8]([F:11])([F:10])[F:9])=[CH:6][N:5]=[C:4]([NH:12][C:13]2[CH:27]=[CH:26][C:16]([CH2:17][P:18](=[O:25])([O:22][CH2:23][CH3:24])[O:19][CH2:20][CH3:21])=[CH:15][CH:14]=2)[N:3]=1.[NH2:28][C:29]1[CH:30]=[CH:31][CH:32]=[C:33]2[C:38]=1[C:37](=[O:39])[N:36]([CH3:40])[CH2:35][CH2:34]2. Given the product [CH3:40][N:36]1[CH2:35][CH2:34][C:33]2[C:38](=[C:29]([NH:28][C:2]3[C:7]([C:8]([F:11])([F:10])[F:9])=[CH:6][N:5]=[C:4]([NH:12][C:13]4[CH:14]=[CH:15][C:16]([CH2:17][P:18](=[O:25])([O:22][CH2:23][CH3:24])[O:19][CH2:20][CH3:21])=[CH:26][CH:27]=4)[N:3]=3)[CH:30]=[CH:31][CH:32]=2)[C:37]1=[O:39], predict the reactants needed to synthesize it. (2) The reactants are: [Cl-].[CH2:2]([C:5]1[C:14]2[C:9](=[CH:10][C:11]([O:17][CH3:18])=[C:12]([O:15][CH3:16])[CH:13]=2)[CH:8]=[CH:7][N+:6]=1[CH2:19][C:20]1[C:25](F)=[CH:24][CH:23]=[CH:22][C:21]=1[Cl:27])[CH2:3][CH3:4].[C:28](C1C=CC(CCl)=CC=1)([CH3:31])([CH3:30])[CH3:29]. Given the product [Cl-:27].[CH2:2]([C:5]1[C:14]2[C:9](=[CH:10][C:11]([O:17][CH3:18])=[C:12]([O:15][CH3:16])[CH:13]=2)[CH:8]=[CH:7][N+:6]=1[CH2:19][C:20]1[CH:25]=[CH:24][C:23]([C:28]([CH3:31])([CH3:30])[CH3:29])=[CH:22][CH:21]=1)[CH2:3][CH3:4], predict the reactants needed to synthesize it. (3) Given the product [CH2:28]([C:27]1[N:8]([CH2:9][CH:10]2[CH2:15][CH2:14][O:13][CH2:12][CH2:11]2)[C:7]2[CH:6]=[CH:5][C:4]([N:16]([CH3:26])[S:17]([C:20]3[CH:25]=[CH:24][CH:23]=[CH:22][CH:21]=3)(=[O:19])=[O:18])=[CH:3][C:2]=2[N:1]=1)[CH2:29][CH2:30][CH3:31], predict the reactants needed to synthesize it. The reactants are: [NH2:1][C:2]1[CH:3]=[C:4]([N:16]([CH3:26])[S:17]([C:20]2[CH:25]=[CH:24][CH:23]=[CH:22][CH:21]=2)(=[O:19])=[O:18])[CH:5]=[CH:6][C:7]=1[NH:8][CH2:9][CH:10]1[CH2:15][CH2:14][O:13][CH2:12][CH2:11]1.[C:27](O)(=O)[CH2:28][CH2:29][CH2:30][CH3:31].C(N(C(C)C)CC)(C)C.CN(C(ON1N=NC2C=CC=NC1=2)=[N+](C)C)C.F[P-](F)(F)(F)(F)F. (4) Given the product [CH3:8][O:9][C:10]1[CH:19]=[C:18]2[C:13]([N:14]=[CH:15][C:16](=[O:23])[N:17]2[CH2:20][CH2:21][NH:24][CH2:25][C@@H:26]2[CH2:30][N:29]([C:31]3[CH:32]=[CH:33][C:34]4[O:39][CH2:38][C:37](=[O:40])[NH:36][C:35]=4[CH:41]=3)[C:28](=[O:42])[CH2:27]2)=[CH:12][CH:11]=1, predict the reactants needed to synthesize it. The reactants are: S([O-])([O-])(=O)=O.[Na+].[Na+].[CH3:8][O:9][C:10]1[CH:19]=[C:18]2[C:13]([N:14]=[CH:15][C:16](=[O:23])[N:17]2[CH2:20][CH:21]=O)=[CH:12][CH:11]=1.[NH2:24][CH2:25][C@@H:26]1[CH2:30][N:29]([C:31]2[CH:32]=[CH:33][C:34]3[O:39][CH2:38][C:37](=[O:40])[NH:36][C:35]=3[CH:41]=2)[C:28](=[O:42])[CH2:27]1.C(O[BH-](OC(=O)C)OC(=O)C)(=O)C.[Na+].C(=O)([O-])O.[Na+]. (5) Given the product [Br:1][C:2]1[CH:3]=[C:4]([N+:9]([O-:11])=[O:10])[C:5]([NH:13][CH3:12])=[N:6][CH:7]=1, predict the reactants needed to synthesize it. The reactants are: [Br:1][C:2]1[CH:3]=[C:4]([N+:9]([O-:11])=[O:10])[C:5](Cl)=[N:6][CH:7]=1.[CH3:12][NH2:13].CCO. (6) Given the product [ClH:27].[CH3:26][N:2]([CH3:1])[CH2:3][CH2:4][CH2:5][O:6][C:7]1[C:8]([CH3:25])=[C:9]2[N:14]([CH:15]=1)[N:13]=[CH:12][N:11]=[C:10]2[O:16][C:17]1[CH:22]=[CH:21][C:20]([NH:23][C:93]([NH:95][C:96](=[O:105])[CH2:97][C:98]2[CH:103]=[CH:102][C:101]([F:104])=[CH:100][CH:99]=2)=[O:94])=[CH:19][C:18]=1[F:24], predict the reactants needed to synthesize it. The reactants are: [CH3:1][N:2]([CH3:26])[CH2:3][CH2:4][CH2:5][O:6][C:7]1[C:8]([CH3:25])=[C:9]2[N:14]([CH:15]=1)[N:13]=[CH:12][N:11]=[C:10]2[O:16][C:17]1[CH:22]=[CH:21][C:20]([NH2:23])=[CH:19][C:18]=1[F:24].[ClH:27].Cl.FC1C=C(NC(NC(=O)CC2C=CC(F)=CC=2)=S)C=CC=1OC1C2=C(C)C(OCCN3CCN(C)CC3)=CN2N=CN=1.C(NC(=O)OC1C(C)=C2N(C=1)N=CN=C2OC1C=CC(N[C:93]([NH:95][C:96](=[O:105])[CH2:97][C:98]2[CH:103]=[CH:102][C:101]([F:104])=[CH:100][CH:99]=2)=[O:94])=CC=1F)C.